From a dataset of Forward reaction prediction with 1.9M reactions from USPTO patents (1976-2016). Predict the product of the given reaction. (1) Given the reactants [Br:1][C:2]1[CH:3]=[C:4]([CH2:10][C:11]([OH:13])=O)[CH:5]=[CH:6][C:7]=1[O:8][CH3:9].C1N=CN(C(N2C=NC=C2)=O)C=1.Cl.[CH3:27][NH:28][O:29][CH3:30].CCN(CC)CC, predict the reaction product. The product is: [Br:1][C:2]1[CH:3]=[C:4]([CH2:10][C:11]([N:28]([O:29][CH3:30])[CH3:27])=[O:13])[CH:5]=[CH:6][C:7]=1[O:8][CH3:9]. (2) Given the reactants [CH3:1][O:2][C:3]1[CH:4]=[C:5]([CH:31]=[CH:32][C:33]=1[O:34][CH3:35])[CH2:6][CH:7]1[C:16]2[C:11](=[C:12]([O:18][CH3:19])[CH:13]=[CH:14][C:15]=2[OH:17])[CH2:10][CH2:9][N:8]1[CH2:20][C:21]([NH:23][CH2:24][C:25]1[CH:30]=[CH:29][CH:28]=[CH:27][N:26]=1)=[O:22].[CH2:36](I)[CH3:37], predict the reaction product. The product is: [CH3:1][O:2][C:3]1[CH:4]=[C:5]([CH:31]=[CH:32][C:33]=1[O:34][CH3:35])[CH2:6][CH:7]1[C:16]2[C:11](=[C:12]([O:18][CH3:19])[CH:13]=[CH:14][C:15]=2[O:17][CH2:36][CH3:37])[CH2:10][CH2:9][N:8]1[CH2:20][C:21]([NH:23][CH2:24][C:25]1[CH:30]=[CH:29][CH:28]=[CH:27][N:26]=1)=[O:22]. (3) Given the reactants [OH:1][C:2]([C@H:5]1[CH2:9][O:8]C(C)(C)[N:6]1C(OC(C)(C)C)=O)([CH3:4])[CH3:3].[ClH:19], predict the reaction product. The product is: [ClH:19].[NH2:6][C@@H:5]([C:2]([CH3:4])([OH:1])[CH3:3])[CH2:9][OH:8]. (4) Given the reactants [CH2:1]([O:8][C:9]1[CH:14]=[CH:13][C:12]([O:15][C:16]2[C:21]([CH3:22])=[CH:20][C:19]([N+:23]([O-])=O)=[CH:18][C:17]=2[CH3:26])=[CH:11][C:10]=1[S:27]([NH:30][CH2:31][C:32]([CH3:35])([CH3:34])[CH3:33])(=[O:29])=[O:28])[C:2]1[CH:7]=[CH:6][CH:5]=[CH:4][CH:3]=1, predict the reaction product. The product is: [NH2:23][C:19]1[CH:18]=[C:17]([CH3:26])[C:16]([O:15][C:12]2[CH:13]=[CH:14][C:9]([O:8][CH2:1][C:2]3[CH:3]=[CH:4][CH:5]=[CH:6][CH:7]=3)=[C:10]([S:27]([NH:30][CH2:31][C:32]([CH3:33])([CH3:34])[CH3:35])(=[O:28])=[O:29])[CH:11]=2)=[C:21]([CH3:22])[CH:20]=1. (5) Given the reactants [N:1]1([CH2:7][C:8]2[CH:9]=[C:10]([CH:15]=[CH:16][CH:17]=2)[C:11]([O:13][CH3:14])=[O:12])[CH2:6][CH2:5][NH:4][CH2:3][CH2:2]1.[N+:18]([C:21]1[CH:29]=[CH:28][C:24]([C:25](O)=[O:26])=[CH:23][CH:22]=1)([O-:20])=[O:19].Cl.CN(C)CCCN=C=NCC.C(N(CC)CC)C, predict the reaction product. The product is: [N+:18]([C:21]1[CH:22]=[CH:23][C:24]([C:25]([N:4]2[CH2:5][CH2:6][N:1]([CH2:7][C:8]3[CH:9]=[C:10]([CH:15]=[CH:16][CH:17]=3)[C:11]([O:13][CH3:14])=[O:12])[CH2:2][CH2:3]2)=[O:26])=[CH:28][CH:29]=1)([O-:20])=[O:19]. (6) Given the reactants [Cl:1][C:2]1[C:10]([Cl:11])=[CH:9][CH:8]=[CH:7][C:3]=1[C:4]([OH:6])=O.[CH3:12][C:13]1[N:18]=[CH:17][C:16]([C:19]2([CH2:25][NH2:26])[CH2:24][CH2:23][O:22][CH2:21][CH2:20]2)=[CH:15][N:14]=1, predict the reaction product. The product is: [Cl:1][C:2]1[C:10]([Cl:11])=[CH:9][CH:8]=[CH:7][C:3]=1[C:4]([NH:26][CH2:25][C:19]1([C:16]2[CH:17]=[N:18][C:13]([CH3:12])=[N:14][CH:15]=2)[CH2:24][CH2:23][O:22][CH2:21][CH2:20]1)=[O:6]. (7) Given the reactants [C:1]1(=[O:10])[C:9]2[C:4](=[CH:5][CH:6]=[CH:7][CH:8]=2)[CH:3]=[CH:2]1.[Br:11]N1C(=O)CCC1=O.N(C(C)(C)C#N)=NC(C)(C)C#N, predict the reaction product. The product is: [Br:11][C:2]1[C:1](=[O:10])[C:9]2[C:4]([CH:3]=1)=[CH:5][CH:6]=[CH:7][CH:8]=2.